From a dataset of Reaction yield outcomes from USPTO patents with 853,638 reactions. Predict the reaction yield, written as a fraction of the theoretical maximum amount of product (1.0 means a 100% yield; for example, 0.34 means a 34% yield). (1) The reactants are [CH3:1][C:2]1([CH3:11])[CH2:7][NH:6][CH:5]([C:8]([OH:10])=[O:9])[CH2:4][O:3]1.C(=O)([O-])[O-].[K+].[K+].[C:18](O[C:18]([O:20][C:21]([CH3:24])([CH3:23])[CH3:22])=[O:19])([O:20][C:21]([CH3:24])([CH3:23])[CH3:22])=[O:19]. The yield is 0.970. The product is [C:21]([O:20][C:18]([N:6]1[CH2:7][C:2]([CH3:11])([CH3:1])[O:3][CH2:4][CH:5]1[C:8]([OH:10])=[O:9])=[O:19])([CH3:24])([CH3:23])[CH3:22]. The catalyst is O1CCOCC1.O.CCOCC. (2) The product is [CH3:2][O:3][CH2:4][C@@H:5]1[CH2:10][CH2:9][CH2:8][N:7]([C:22](=[O:23])[CH2:21][Cl:20])[CH2:6]1. The reactants are Cl.[CH3:2][O:3][CH2:4][C@@H:5]1[CH2:10][CH2:9][CH2:8][NH:7][CH2:6]1.C([O-])(=O)C.[Na+].C(O)(=O)C.[Cl:20][CH2:21][C:22](Cl)=[O:23].C(=O)([O-])O.[Na+]. The catalyst is O1CCCC1. The yield is 0.800. (3) The reactants are [C:1]([O:13][CH3:14])(=[O:12])[CH2:2][C:3]1[CH:11]=[CH:10][C:8]([OH:9])=[C:5]([O:6][CH3:7])[CH:4]=1.[CH2:15]([C:17]1[O:18][CH2:19][CH2:20][N:21]=1)[CH3:16]. No catalyst specified. The product is [C:17]([NH:21][CH2:20][CH2:19][O:9][C:8]1[CH:10]=[CH:11][C:3]([CH2:2][C:1]([O:13][CH3:14])=[O:12])=[CH:4][C:5]=1[O:6][CH3:7])(=[O:18])[CH2:15][CH3:16]. The yield is 0.620. (4) The catalyst is O1CCOCC1.C(Cl)Cl. The yield is 0.950. The product is [ClH:1].[NH2:8][CH2:9][C:10]1[CH:11]=[C:12]2[C:17](=[CH:18][CH:19]=1)[NH:16][C:15](=[O:20])[CH2:14][CH2:13]2. The reactants are [ClH:1].C(OC(=O)[NH:8][CH2:9][C:10]1[CH:11]=[C:12]2[C:17](=[CH:18][CH:19]=1)[NH:16][C:15](=[O:20])[CH2:14][CH2:13]2)(C)(C)C. (5) The product is [C:1]([NH:8][C:9]1[N:14]=[CH:13][C:12](/[CH:15]=[CH:16]/[C:17]([N:19]([CH3:20])[CH2:21][C:22]2[C:30]3[C:25](=[CH:26][CH:27]=[CH:28][CH:29]=3)[N:24]([CH3:31])[CH:23]=2)=[O:18])=[CH:11][CH:10]=1)(=[O:3])[CH3:2]. The yield is 0.450. The reactants are [C:1](OC(=O)C)(=[O:3])[CH3:2].[NH2:8][C:9]1[N:14]=[CH:13][C:12](/[CH:15]=[CH:16]/[C:17]([N:19]([CH2:21][C:22]2[C:30]3[C:25](=[CH:26][CH:27]=[CH:28][CH:29]=3)[N:24]([CH3:31])[CH:23]=2)[CH3:20])=[O:18])=[CH:11][CH:10]=1.C(=O)(O)[O-].[Na+]. The catalyst is C1COCC1. (6) The reactants are Br[C:2]1[CH:3]=[C:4]([O:8][CH:9]([CH3:11])[CH3:10])[CH:5]=[N:6][CH:7]=1.[CH3:12][C@H:13]([OH:17])[CH2:14][CH:15]=[CH2:16].C(N(CC)CC)C. The catalyst is C([O-])(=O)C.[Pd+2].C([O-])(=O)C.C1(C)C=CC=CC=1P(C1C=CC=CC=1C)C1C=CC=CC=1C.C(#N)C. The product is [CH:9]([O:8][C:4]1[CH:3]=[C:2](/[CH:16]=[CH:15]/[CH2:14][C@@H:13]([OH:17])[CH3:12])[CH:7]=[N:6][CH:5]=1)([CH3:11])[CH3:10]. The yield is 0.607.